This data is from NCI-60 drug combinations with 297,098 pairs across 59 cell lines. The task is: Regression. Given two drug SMILES strings and cell line genomic features, predict the synergy score measuring deviation from expected non-interaction effect. (1) Drug 1: CCN(CC)CCCC(C)NC1=C2C=C(C=CC2=NC3=C1C=CC(=C3)Cl)OC. Drug 2: COC1=C2C(=CC3=C1OC=C3)C=CC(=O)O2. Cell line: SW-620. Synergy scores: CSS=58.9, Synergy_ZIP=6.37, Synergy_Bliss=7.73, Synergy_Loewe=-12.5, Synergy_HSA=5.92. (2) Drug 1: C1=C(C(=O)NC(=O)N1)N(CCCl)CCCl. Drug 2: C1=CC=C(C(=C1)C(C2=CC=C(C=C2)Cl)C(Cl)Cl)Cl. Cell line: SF-539. Synergy scores: CSS=36.6, Synergy_ZIP=-1.24, Synergy_Bliss=-4.07, Synergy_Loewe=-8.66, Synergy_HSA=-3.35. (3) Drug 1: CC1=C(N=C(N=C1N)C(CC(=O)N)NCC(C(=O)N)N)C(=O)NC(C(C2=CN=CN2)OC3C(C(C(C(O3)CO)O)O)OC4C(C(C(C(O4)CO)O)OC(=O)N)O)C(=O)NC(C)C(C(C)C(=O)NC(C(C)O)C(=O)NCCC5=NC(=CS5)C6=NC(=CS6)C(=O)NCCC[S+](C)C)O. Drug 2: CN1C2=C(C=C(C=C2)N(CCCl)CCCl)N=C1CCCC(=O)O.Cl. Cell line: SN12C. Synergy scores: CSS=24.6, Synergy_ZIP=-6.72, Synergy_Bliss=1.92, Synergy_Loewe=-21.2, Synergy_HSA=1.62. (4) Drug 1: CC1OCC2C(O1)C(C(C(O2)OC3C4COC(=O)C4C(C5=CC6=C(C=C35)OCO6)C7=CC(=C(C(=C7)OC)O)OC)O)O. Drug 2: CC1=C(C(CCC1)(C)C)C=CC(=CC=CC(=CC(=O)O)C)C. Cell line: CCRF-CEM. Synergy scores: CSS=37.7, Synergy_ZIP=-3.35, Synergy_Bliss=-6.13, Synergy_Loewe=-8.61, Synergy_HSA=-3.88.